Task: Predict the reaction yield, written as a fraction of the theoretical maximum amount of product (1.0 means a 100% yield; for example, 0.34 means a 34% yield).. Dataset: Reaction yield outcomes from USPTO patents with 853,638 reactions (1) The reactants are [Br:1][C:2]1[CH:3]=[C:4]([C:8]#[C:9][C:10]2[CH:19]=[CH:18][C:13]3[O:14][CH2:15][CH2:16][O:17][C:12]=3[CH:11]=2)[CH:5]=[CH:6][CH:7]=1.[OH2:20].CS(C)=[O:23]. The catalyst is [Pd](Cl)Cl. The product is [Br:1][C:2]1[CH:3]=[C:4]([C:8](=[O:23])[C:9]([C:10]2[CH:19]=[CH:18][C:13]3[O:14][CH2:15][CH2:16][O:17][C:12]=3[CH:11]=2)=[O:20])[CH:5]=[CH:6][CH:7]=1. The yield is 1.00. (2) The reactants are C1N=CN(C(N2C=NC=C2)=O)C=1.[CH:13]1[C:18]([C:19]2[CH:20]=[CH:21][C:22]([F:26])=[CH:23][C:24]=2[F:25])=[CH:17][C:16]([C:27]([OH:29])=[O:28])=[C:15]([OH:30])[CH:14]=1.[CH2:31](O)[CH2:32][CH3:33].O. The catalyst is CN(C=O)C. The product is [F:25][C:24]1[CH:23]=[C:22]([F:26])[CH:21]=[CH:20][C:19]=1[C:18]1[CH:13]=[CH:14][C:15]([OH:30])=[C:16]([C:27]([O:29][CH2:31][CH2:32][CH3:33])=[O:28])[CH:17]=1. The yield is 0.760. (3) The reactants are [H-].[Na+].[OH:3][CH2:4][CH:5]1[CH2:8][N:7]([C:9]([O:11][C:12]([CH3:15])([CH3:14])[CH3:13])=[O:10])[CH2:6]1.[Br:16][C:17]1[CH:28]=[N:27][C:20]2=[N:21][C:22](Cl)=[C:23]([Cl:25])[N:24]=[C:19]2[CH:18]=1. The catalyst is C1COCC1.CCOC(C)=O. The product is [Br:16][C:17]1[CH:28]=[N:27][C:20]2=[N:21][C:22]([O:3][CH2:4][CH:5]3[CH2:8][N:7]([C:9]([O:11][C:12]([CH3:15])([CH3:14])[CH3:13])=[O:10])[CH2:6]3)=[C:23]([Cl:25])[N:24]=[C:19]2[CH:18]=1. The yield is 0.610. (4) The reactants are [O:1]1[CH:5]=[CH:4][CH:3]=[C:2]1[C:6]1[C:7]2[N:15]=[N:14][N:13]([CH2:16][C:17]3[CH:22]=[CH:21][CH:20]=[C:19]([CH2:23][OH:24])[N:18]=3)[C:8]=2[N:9]=[C:10]([NH2:12])[N:11]=1.[H-].[Na+].[CH2:27](Br)[CH:28]=[CH2:29]. The catalyst is CN(C=O)C. The product is [CH2:27]([O:24][CH2:23][C:19]1[N:18]=[C:17]([CH2:16][N:13]2[C:8]3[N:9]=[C:10]([N:12]([CH2:22][CH:17]=[CH2:16])[CH2:6][CH:2]=[CH2:3])[N:11]=[C:6]([C:2]4[O:1][CH:5]=[CH:4][CH:3]=4)[C:7]=3[N:15]=[N:14]2)[CH:22]=[CH:21][CH:20]=1)[CH:28]=[CH2:29]. The yield is 0.300.